From a dataset of Reaction yield outcomes from USPTO patents with 853,638 reactions. Predict the reaction yield, written as a fraction of the theoretical maximum amount of product (1.0 means a 100% yield; for example, 0.34 means a 34% yield). (1) The reactants are [O:1]1[CH2:6][CH2:5][C:4](=O)[CH2:3][CH2:2]1.[NH:8](C(OC(C)(C)C)=O)[NH2:9].[ClH:17].O1CCOCC1. The catalyst is O. The product is [ClH:17].[O:1]1[CH2:6][CH2:5][CH:4]([NH:8][NH2:9])[CH2:3][CH2:2]1. The yield is 0.784. (2) The reactants are [O:1]=[C:2]1[C:10]2([C:22]3[C:13](=[CH:14][C:15]4[O:20][CH2:19][CH2:18][O:17][C:16]=4[CH:21]=3)[O:12][CH2:11]2)[C:9]2[C:4](=[CH:5][CH:6]=[CH:7][CH:8]=2)[N:3]1[CH2:23][C:24]1[CH:25]=[C:26]([CH:30]=[CH:31][CH:32]=1)[C:27](O)=[O:28].C(Cl)(=O)C(Cl)=O.[NH3:39]. The catalyst is C(Cl)(Cl)Cl.CN(C)C=O. The product is [O:1]=[C:2]1[C:10]2([C:22]3[C:13](=[CH:14][C:15]4[O:20][CH2:19][CH2:18][O:17][C:16]=4[CH:21]=3)[O:12][CH2:11]2)[C:9]2[C:4](=[CH:5][CH:6]=[CH:7][CH:8]=2)[N:3]1[CH2:23][C:24]1[CH:25]=[C:26]([CH:30]=[CH:31][CH:32]=1)[C:27]([NH2:39])=[O:28]. The yield is 0.990. (3) The yield is 0.120. The catalyst is C1C=CC([P]([Pd]([P](C2C=CC=CC=2)(C2C=CC=CC=2)C2C=CC=CC=2)([P](C2C=CC=CC=2)(C2C=CC=CC=2)C2C=CC=CC=2)[P](C2C=CC=CC=2)(C2C=CC=CC=2)C2C=CC=CC=2)(C2C=CC=CC=2)C2C=CC=CC=2)=CC=1. The reactants are Br[C:2]1[CH:3]=[C:4]([C:14]2[CH:19]=[C:18]([O:20][CH3:21])[C:17]([O:22][CH3:23])=[C:16]([O:24][CH3:25])[CH:15]=2)[N:5]([C:7]([O:9][C:10]([CH3:13])([CH3:12])[CH3:11])=[O:8])[CH:6]=1.[N:26]1[CH:31]=[CH:30][CH:29]=[C:28](B(O)O)[CH:27]=1. The product is [C:10]([O:9][C:7]([N:5]1[CH:6]=[C:2]([C:28]2[CH:27]=[N:26][CH:31]=[CH:30][CH:29]=2)[CH:3]=[C:4]1[C:14]1[CH:19]=[C:18]([O:20][CH3:21])[C:17]([O:22][CH3:23])=[C:16]([O:24][CH3:25])[CH:15]=1)=[O:8])([CH3:13])([CH3:12])[CH3:11]. (4) The reactants are [CH2:1]1[C@H:5](N2C3N=CN=C(N)C=3N=C2)[O:4][C@H:3]([CH2:16][O:17]P(O)(O)=O)[C@H]1O.C1(C)C=CC(S([O:32][CH3:33])(=O)=O)=CC=1.C1(P([C:48]2[CH:53]=CC=CC=2)C2C=CC=CC=2)C=CC=CC=1.[CH3:65][CH2:64][O:63][C:61](/N=N/[C:61]([O:63][CH2:64][CH3:65])=O)=O.[C:66](NC1N=CN=C2C=1NC=N2)(=[O:73])[C:67]1C=CC=CC=1.C([O-])([O-])=[O:85].[K+].[K+]. The catalyst is CN(C=O)C. The product is [CH2:3]1[O:4][CH2:5][CH2:1][O:85][CH2:48][CH2:53][O:32][CH2:33][CH2:61][O:63][CH2:64][CH2:65][O:73][CH2:66][CH2:67][O:17][CH2:16]1. The yield is 0.420. (5) The product is [CH2:36]([O:35][C:33]([C@@H:24]1[C@H:23]([CH3:22])[CH2:27][C@@H:26]([CH:8]([C:9]([O:11][C:12]([CH3:13])([CH3:14])[CH3:15])=[O:10])[C:7]([O:17][C:18]([CH3:21])([CH3:20])[CH3:19])=[O:16])[CH2:25]1)=[O:34])[CH3:37]. The reactants are CC(C)([O-])C.[Na+].[C:7]([O:17][C:18]([CH3:21])([CH3:20])[CH3:19])(=[O:16])[CH2:8][C:9]([O:11][C:12]([CH3:15])([CH3:14])[CH3:13])=[O:10].[CH3:22][C@@H:23]1[CH2:27][C@H:26](OS(C)(=O)=O)[CH2:25][C@@H:24]1[C:33]([O:35][CH2:36][CH3:37])=[O:34]. The yield is 1.02. The catalyst is C1COCC1.